From a dataset of Catalyst prediction with 721,799 reactions and 888 catalyst types from USPTO. Predict which catalyst facilitates the given reaction. Reactant: CN(C(ON1N=NC2C=CC=NC1=2)=[N+](C)C)C.F[P-](F)(F)(F)(F)F.[C:25]([O:29][C:30]([N:32]1[CH2:37][CH:36]2[CH:34]([CH2:35]2)[CH:33]1[C:38]([OH:40])=O)=[O:31])([CH3:28])([CH3:27])[CH3:26].[F:41][C:42]1[C:43]([CH2:58][NH2:59])=[CH:44][C:45]([C:48]2[CH:49]=[N:50][C:51]([C:54]([F:57])([F:56])[F:55])=[N:52][CH:53]=2)=[N:46][CH:47]=1.CCN(C(C)C)C(C)C. Product: [F:41][C:42]1[C:43]([CH2:58][NH:59][C:38]([CH:33]2[N:32]([C:30]([O:29][C:25]([CH3:26])([CH3:27])[CH3:28])=[O:31])[CH2:37][CH:36]3[CH:34]2[CH2:35]3)=[O:40])=[CH:44][C:45]([C:48]2[CH:53]=[N:52][C:51]([C:54]([F:56])([F:57])[F:55])=[N:50][CH:49]=2)=[N:46][CH:47]=1. The catalyst class is: 35.